This data is from Forward reaction prediction with 1.9M reactions from USPTO patents (1976-2016). The task is: Predict the product of the given reaction. Given the reactants [Li+].CC([N-]C(C)C)C.[CH3:9][N:10]1[CH2:14][CH2:13][CH2:12][C:11]1=[O:15].[C:16](Cl)(=[O:19])[O:17][CH3:18].O, predict the reaction product. The product is: [CH3:9][N:10]1[CH2:14][CH2:13][CH:12]([C:16]([O:17][CH3:18])=[O:19])[C:11]1=[O:15].